From a dataset of NCI-60 drug combinations with 297,098 pairs across 59 cell lines. Regression. Given two drug SMILES strings and cell line genomic features, predict the synergy score measuring deviation from expected non-interaction effect. Drug 1: C1C(C(OC1N2C=NC3=C(N=C(N=C32)Cl)N)CO)O. Drug 2: C1CN1C2=NC(=NC(=N2)N3CC3)N4CC4. Cell line: PC-3. Synergy scores: CSS=14.3, Synergy_ZIP=-10.1, Synergy_Bliss=-9.27, Synergy_Loewe=-8.45, Synergy_HSA=-7.01.